Dataset: Forward reaction prediction with 1.9M reactions from USPTO patents (1976-2016). Task: Predict the product of the given reaction. (1) Given the reactants [C:1]1([S:7][C:8]2[CH:9]=[N:10][C:11]([CH2:14][NH2:15])=[N:12][CH:13]=2)[CH:6]=[CH:5][CH:4]=[CH:3][CH:2]=1.C(N(CC)CC)C.[C:23](O[C:23]([O:25][C:26]([CH3:29])([CH3:28])[CH3:27])=[O:24])([O:25][C:26]([CH3:29])([CH3:28])[CH3:27])=[O:24], predict the reaction product. The product is: [C:1]1([S:7][C:8]2[CH:9]=[N:10][C:11]([CH2:14][NH:15][C:23](=[O:24])[O:25][C:26]([CH3:29])([CH3:28])[CH3:27])=[N:12][CH:13]=2)[CH:2]=[CH:3][CH:4]=[CH:5][CH:6]=1. (2) Given the reactants [C:1]([O:5][C:6]([N:8]([CH:34]([CH3:36])[CH3:35])[C:9]1[S:10][C:11]([C:14]2[CH:15]=[C:16]([C:28]3[CH:33]=[CH:32][CH:31]=[CH:30][CH:29]=3)[C:17]3[N:18]([CH:20]=[C:21]([C:23]([O:25]CC)=[O:24])[N:22]=3)[CH:19]=2)=[CH:12][N:13]=1)=[O:7])([CH3:4])([CH3:3])[CH3:2].[OH-].[Na+], predict the reaction product. The product is: [C:1]([O:5][C:6]([N:8]([CH:34]([CH3:36])[CH3:35])[C:9]1[S:10][C:11]([C:14]2[CH:15]=[C:16]([C:28]3[CH:33]=[CH:32][CH:31]=[CH:30][CH:29]=3)[C:17]3[N:18]([CH:20]=[C:21]([C:23]([OH:25])=[O:24])[N:22]=3)[CH:19]=2)=[CH:12][N:13]=1)=[O:7])([CH3:4])([CH3:3])[CH3:2]. (3) Given the reactants Br[C:2]1[CH:10]=[CH:9][C:5]([C:6]([OH:8])=[O:7])=[C:4]([Cl:11])[CH:3]=1.C(OC(O[C:15]([CH3:18])([CH3:17])[CH3:16])=O)(O[C:15]([CH3:18])([CH3:17])[CH3:16])=O.[CH3:27][CH2:28]N(CC)CC, predict the reaction product. The product is: [Cl:11][C:4]1[CH:3]=[C:2]([CH:27]=[CH2:28])[CH:10]=[CH:9][C:5]=1[C:6]([O:8][C:15]([CH3:18])([CH3:17])[CH3:16])=[O:7]. (4) The product is: [CH2:1]([O:3][C:4](=[O:16])[CH2:5][N:6]1[C:14]2[C:9](=[CH:10][CH:11]=[C:12]([O:15][CH:30]([CH3:31])[CH2:29][CH2:28][C:27]#[C:26][C:23]3[CH:24]=[CH:25][C:20]([O:19][C:18]([F:17])([F:33])[F:34])=[CH:21][CH:22]=3)[CH:13]=2)[CH:8]=[CH:7]1)[CH3:2]. Given the reactants [CH2:1]([O:3][C:4](=[O:16])[CH2:5][N:6]1[C:14]2[C:9](=[CH:10][CH:11]=[C:12]([OH:15])[CH:13]=2)[CH:8]=[CH:7]1)[CH3:2].[F:17][C:18]([F:34])([F:33])[O:19][C:20]1[CH:25]=[CH:24][C:23]([C:26]#[C:27][CH2:28][CH2:29][CH:30](O)[CH3:31])=[CH:22][CH:21]=1.CN(C)C(N=NC(N(C)C)=O)=O.C(P(CCCC)CCCC)CCC, predict the reaction product.